This data is from Drug-target binding data from BindingDB using IC50 measurements. The task is: Regression. Given a target protein amino acid sequence and a drug SMILES string, predict the binding affinity score between them. We predict pIC50 (pIC50 = -log10(IC50 in M); higher means more potent). Dataset: bindingdb_ic50. (1) The drug is CCCCCCOC/C=C(\C)CC/C=C(\C)CCCN(C)C. The target protein (Q96WJ0) has sequence MIYGYTEKELEKTDPDGWRLIVEDTGRQRWKYLKTEEERRERPQTYMEKYFLGKNMDLPEQPAAKTPIESARKGFSFYKHLQTSDGNWACEYGGVMFLLPGLIIAMYISKIEFPDEMRIEVIRYLVNHANPEDGGWGIHIEGKSTVFGTALNYVVLRILGLGPDHPVTMKARIRLNELGGAIGCPQWGKFWLAVLNCYGWEGINPILPEFWMLPEWLPIHPSRWWVHTRAVYLPMGYIYGEKFTAPVDPLIESLREELYTQPYSSINFSKHRNTTSPVDVYVPHTRFLRVINSILTFYHTIFRFSWIKDMASKYAYKLIEYENKNTDFLCIGPVNFSIHILAVYWKEGPDSYAFKSHKERMADFLWISKKGMMMNGTNGVQLWDTSFAVQALVESGLAEDPEFKDHMIKALDFLDKCQIQKNCDDQQKCYRHRRKGAWPFSTRQQGYTVSDCTAEALKAVLLLQNLKSFPKRVSYDRLKDSVDVILSLQNKDGGFASYEL.... The pIC50 is 6.4. (2) The small molecule is CCOC(=O)C(NC(=O)CC(C)C)(Nc1sc(C)c(CC)c1C#N)C(F)(F)F. The target protein (P24387) has sequence MSPNFKLQCHFILIFLTALRGESRYLELREAADYDPFLLFSANLKRELAGEQPYRRALRCLDMLSLQGQFTFTADRPQLHCAAFFISEPEEFITIHYDQVSIDCQGGDFLKVFDGWILKGEKFPSSQDHPLPSAERYIDFCESGLSRRSIRSSQNVAMIFFRVHEPGNGFTLTIKTDPNLFPCNVISQTPNGKFTLVVPHQHRNCSFSIIYPVVIKISDLTLGHVNGLQLKKSSAGCEGIGDFVELLGGTGLDPSKMTPLADLCYPFHGPAQMKVGCDNTVVRMVSSGKHVNRVTFEYRQLEPYELENPNGNSIGEFCLSGL. The pIC50 is 4.7. (3) The small molecule is COCCNC(N)=NCCC[C@H](N)C(=O)O. The target protein (O08557) has sequence MAGLSHPSVFGRATHAVVRAPPESLCRHALRRSQGEEVDFARAERQHQLYVGVLGSKLGLQVVQLPADESLPDCVFVEDVAVVCEETALITRPGAPSRRKEVDMMKEALEKLQLNIVEMKDENATLDGGDVLFTGREFFVGLSKRTNQRGAEILADTFKDYAVSTVPVADSLHLKSFCSMAGPNLIAIGSSESAQKALKIMQQMSDHRYDKLTVPDDMAANCIYLNIPSKGHVLLHRTPEEYPESAKVYEKLKDHLLIPVSNSEMEKVDGLLTCCSVFINKKTDS. The pIC50 is 4.7.